From a dataset of hERG potassium channel inhibition data for cardiac toxicity prediction from Karim et al.. Regression/Classification. Given a drug SMILES string, predict its toxicity properties. Task type varies by dataset: regression for continuous values (e.g., LD50, hERG inhibition percentage) or binary classification for toxic/non-toxic outcomes (e.g., AMES mutagenicity, cardiotoxicity, hepatotoxicity). Dataset: herg_karim. (1) The molecule is N#Cc1cccnc1N1CCN([C@@H]2CN[C@H](C(=O)N3CCC(F)(F)C3)C2)CC1. The result is 0 (non-blocker). (2) The drug is Cc1ccc(/C(=C/C[N+]2CCCC2)c2cccc(/C=C\C(=O)[O-])n2)cc1. The result is 0 (non-blocker). (3) The compound is Cc1cc(CS(=O)(=O)c2ccccc2)cc(OCc2ccc(CN3CCC[C@@H]3CO)cc2)c1. The result is 0 (non-blocker). (4) The drug is CCOC(=O)N1CCC(CN2CCC3(CC2)OC(=O)Nc2ncccc23)CC1. The result is 1 (blocker). (5) The result is 1 (blocker). The molecule is Cc1ccccc1[C@H]1C[C@@H](NCc2ccc(Cl)cc2)CC[C@@H]1C(=O)N1CC(c2ccccc2)(c2ccccc2)C1. (6) The compound is O=C1OC(CO)CN1c1ccc(-c2ccc3c(c2)OC[C@H]2[C@H](CO)OC(=O)N32)cn1. The result is 0 (non-blocker). (7) The drug is CNc1nn2c3c(cnc2c1S(=O)(=O)c1ccccc1)CN(C)CC3. The result is 0 (non-blocker). (8) The drug is CCO/N=C(/c1ccc(F)c(F)c1)c1ccc(CN2CCC3(CC2)OCc2cn(C)c(=O)cc23)cn1. The result is 1 (blocker). (9) The molecule is CCCCNc1ncc2c(-c3ccc(F)cc3)nn(CC3CCC(N)CC3)c2n1. The result is 1 (blocker). (10) The result is 1 (blocker). The molecule is COc1ccc(Cc2nccc3cc(OC)c(OC)cc23)cc1OC.